From a dataset of Forward reaction prediction with 1.9M reactions from USPTO patents (1976-2016). Predict the product of the given reaction. (1) Given the reactants [F:1][C:2]1[CH:7]=[CH:6][C:5]([CH:8]([N:31]2[CH2:36][CH2:35][N:34]([CH:37]([CH3:39])[CH3:38])[CH2:33][CH2:32]2)[CH2:9][N:10]2[CH2:15][CH2:14][N:13]([CH2:16][CH:17]=[CH:18][C:19]3[CH:24]=[CH:23][CH:22]=[CH:21][C:20]=3[C:25]3[CH:30]=[CH:29][CH:28]=[CH:27][CH:26]=3)[CH2:12][CH2:11]2)=[CH:4][CH:3]=1.[ClH:40].O1CCOCC1, predict the reaction product. The product is: [ClH:40].[ClH:40].[ClH:40].[ClH:40].[F:1][C:2]1[CH:3]=[CH:4][C:5]([CH:8]([N:31]2[CH2:32][CH2:33][N:34]([CH:37]([CH3:39])[CH3:38])[CH2:35][CH2:36]2)[CH2:9][N:10]2[CH2:15][CH2:14][N:13]([CH2:16][CH:17]=[CH:18][C:19]3[CH:24]=[CH:23][CH:22]=[CH:21][C:20]=3[C:25]3[CH:26]=[CH:27][CH:28]=[CH:29][CH:30]=3)[CH2:12][CH2:11]2)=[CH:6][CH:7]=1. (2) Given the reactants [CH:1]1([CH2:4][O:5][C:6]2[CH:7]=[C:8]([C:16](=[O:18])[CH3:17])[CH:9]=[CH:10][C:11]=2[O:12][CH:13]([F:15])[F:14])[CH2:3][CH2:2]1.[Br-:19].[Br-].[Br-].C[N+](C)(C)C1C=CC=CC=1.C[N+](C1C=CC=CC=1)(C)C.C[N+](C1C=CC=CC=1)(C)C.C(=O)([O-])O.[Na+], predict the reaction product. The product is: [Br:19][CH2:17][C:16]([C:8]1[CH:9]=[CH:10][C:11]([O:12][CH:13]([F:15])[F:14])=[C:6]([O:5][CH2:4][CH:1]2[CH2:3][CH2:2]2)[CH:7]=1)=[O:18].